From a dataset of Reaction yield outcomes from USPTO patents with 853,638 reactions. Predict the reaction yield, written as a fraction of the theoretical maximum amount of product (1.0 means a 100% yield; for example, 0.34 means a 34% yield). (1) The reactants are [CH3:1][O:2][C:3](=[O:13])[C:4]1[CH:9]=[CH:8][C:7]([C:10](=[O:12])[CH3:11])=[CH:6][CH:5]=1.[Br:14]Br. The catalyst is C(O)(=O)C. The product is [CH3:1][O:2][C:3](=[O:13])[C:4]1[CH:9]=[CH:8][C:7]([C:10](=[O:12])[CH2:11][Br:14])=[CH:6][CH:5]=1. The yield is 0.550. (2) The reactants are [CH3:1][N:2]([CH3:25])[CH:3]1[CH2:7][CH2:6][N:5]([C:8]2[N:13]=[CH:12][C:11]([C:14]3[N:18]4[CH:19]=[CH:20][CH:21]=[CH:22][C:17]4=[N:16][C:15]=3[CH2:23][OH:24])=[CH:10][CH:9]=2)[CH2:4]1.CN1CCN(C2N=CC(C3N4C=CC=CC4=NC=3C=O)=CC=2)CC1. No catalyst specified. The product is [CH3:1][N:2]([CH3:25])[CH:3]1[CH2:7][CH2:6][N:5]([C:8]2[N:13]=[CH:12][C:11]([C:14]3[N:18]4[CH:19]=[CH:20][CH:21]=[CH:22][C:17]4=[N:16][C:15]=3[CH:23]=[O:24])=[CH:10][CH:9]=2)[CH2:4]1. The yield is 0.590. (3) The reactants are Br[C:2]1[S:6][C:5]([CH:7]=[O:8])=[C:4]([CH3:9])[CH:3]=1.[C:10]1(B(O)O)[CH:15]=[CH:14][CH:13]=[CH:12][CH:11]=1.C([O-])([O-])=O.[Na+].[Na+]. The catalyst is COCCOC.C1C=CC([P]([Pd]([P](C2C=CC=CC=2)(C2C=CC=CC=2)C2C=CC=CC=2)([P](C2C=CC=CC=2)(C2C=CC=CC=2)C2C=CC=CC=2)[P](C2C=CC=CC=2)(C2C=CC=CC=2)C2C=CC=CC=2)(C2C=CC=CC=2)C2C=CC=CC=2)=CC=1. The product is [CH3:9][C:4]1[CH:3]=[C:2]([C:10]2[CH:15]=[CH:14][CH:13]=[CH:12][CH:11]=2)[S:6][C:5]=1[CH:7]=[O:8]. The yield is 0.910. (4) The reactants are [CH3:1][O:2][C:3]1[C:8]2[N:9]=[C:10]([C:12]([OH:14])=O)[S:11][C:7]=2[C:6]([N:15]2[CH2:20][CH2:19][O:18][CH2:17][CH2:16]2)=[CH:5][CH:4]=1.C(N1C=CN=C1)(N1C=CN=C1)=O.[C:33]([O:37][C:38]([N:40]1[CH2:46][CH2:45][CH:44]([OH:47])[CH:43]([NH2:48])[CH2:42][CH2:41]1)=[O:39])([CH3:36])([CH3:35])[CH3:34].O. The catalyst is CN(C)C=O. The product is [C:33]([O:37][C:38]([N:40]1[CH2:41][CH2:42][CH:43]([NH:48][C:12]([C:10]2[S:11][C:7]3[C:6]([N:15]4[CH2:20][CH2:19][O:18][CH2:17][CH2:16]4)=[CH:5][CH:4]=[C:3]([O:2][CH3:1])[C:8]=3[N:9]=2)=[O:14])[CH:44]([OH:47])[CH2:45][CH2:46]1)=[O:39])([CH3:36])([CH3:34])[CH3:35]. The yield is 0.790. (5) The reactants are [OH:1][C:2]1[C:3]([CH2:27][OH:28])=[C:4]([CH2:9][NH:10][C:11]([C:13]2[CH:18]=[CH:17][C:16]([C:19]3[CH:24]=[CH:23][C:22]([C:25]#[N:26])=[CH:21][CH:20]=3)=[CH:15][CH:14]=2)=[O:12])[CH:5]=[N:6][C:7]=1[CH3:8].[C:29](=O)([O-])[O-].[Cs+].[Cs+].CI. The catalyst is C(#N)C. The product is [OH:28][CH2:27][C:3]1[C:2]([O:1][CH3:29])=[C:7]([CH3:8])[N:6]=[CH:5][C:4]=1[CH2:9][NH:10][C:11]([C:13]1[CH:14]=[CH:15][C:16]([C:19]2[CH:20]=[CH:21][C:22]([C:25]#[N:26])=[CH:23][CH:24]=2)=[CH:17][CH:18]=1)=[O:12]. The yield is 0.660.